From a dataset of Catalyst prediction with 721,799 reactions and 888 catalyst types from USPTO. Predict which catalyst facilitates the given reaction. (1) Reactant: [C:1]([O:5][C:6]([N:8]1[CH2:13][CH2:12][N:11]([CH2:14][CH2:15][O:16][C:17]2[CH:22]=[C:21]([C:23]3[CH:28]=[CH:27][CH:26]=[CH:25][CH:24]=3)[N:20]=[C:19]([C:29]([O:31]CC)=[O:30])[CH:18]=2)[CH2:10][CH2:9]1)=[O:7])([CH3:4])([CH3:3])[CH3:2].[OH-].[Li+]. Product: [C:1]([O:5][C:6]([N:8]1[CH2:9][CH2:10][N:11]([CH2:14][CH2:15][O:16][C:17]2[CH:22]=[C:21]([C:23]3[CH:24]=[CH:25][CH:26]=[CH:27][CH:28]=3)[N:20]=[C:19]([C:29]([OH:31])=[O:30])[CH:18]=2)[CH2:12][CH2:13]1)=[O:7])([CH3:4])([CH3:2])[CH3:3]. The catalyst class is: 36. (2) Reactant: [CH3:1][C:2]1[CH:11]=[CH:10][C:9]([N+:12]([O-])=O)=[C:8]2[C:3]=1[CH:4]=[CH:5][CH:6]=[N:7]2.[Sn](Cl)Cl. Product: [CH3:1][C:2]1[CH:11]=[CH:10][C:9]([NH2:12])=[C:8]2[C:3]=1[CH:4]=[CH:5][CH:6]=[N:7]2. The catalyst class is: 33.